From a dataset of Catalyst prediction with 721,799 reactions and 888 catalyst types from USPTO. Predict which catalyst facilitates the given reaction. (1) Reactant: [CH3:1][O:2][C:3]1[CH:25]=[CH:24][C:6]([CH2:7][N:8]2[CH2:14][C:13]3[CH:15]=[CH:16][C:17]([C:19](OC)=[O:20])=[CH:18][C:12]=3[O:11][C@H:10]([CH3:23])[CH2:9]2)=[CH:5][CH:4]=1.[OH-:26].[Na+].[NH2:28]O. Product: [OH:26][NH:28][C:19]([C:17]1[CH:16]=[CH:15][C:13]2[CH2:14][N:8]([CH2:7][C:6]3[CH:24]=[CH:25][C:3]([O:2][CH3:1])=[CH:4][CH:5]=3)[CH2:9][C@@H:10]([CH3:23])[O:11][C:12]=2[CH:18]=1)=[O:20]. The catalyst class is: 36. (2) The catalyst class is: 251. Reactant: [Cl:1][C:2]1[CH:3]=[CH:4][C:5]2[N:11]3[CH2:12][CH2:13][CH:8]([CH2:9][CH2:10]3)[NH:7][C:6]=2[N:14]=1.[CH3:15][C:16]([O:19][C:20](O[C:20]([O:19][C:16]([CH3:18])([CH3:17])[CH3:15])=[O:21])=[O:21])([CH3:18])[CH3:17].O. Product: [Cl:1][C:2]1[CH:3]=[CH:4][C:5]2[N:11]3[CH2:10][CH2:9][CH:8]([CH2:13][CH2:12]3)[N:7]([C:20]([O:19][C:16]([CH3:18])([CH3:17])[CH3:15])=[O:21])[C:6]=2[N:14]=1. (3) Reactant: C(O)(=O)CC(CC(O)=O)(C(O)=O)O.[CH3:14][C@@H:15]1[CH2:20][CH2:19][N:18]([C:21](=[O:25])[CH2:22][C:23]#[N:24])[CH2:17][C@@H:16]1[N:26]([CH3:36])[C:27]1[C:28]2[CH:35]=[CH:34][NH:33][C:29]=2[N:30]=[CH:31][N:32]=1.[OH-].[Na+]. Product: [CH3:14][C@@H:15]1[CH2:20][CH2:19][N:18]([C:21](=[O:25])[CH2:22][C:23]#[N:24])[CH2:17][C@@H:16]1[N:26]([CH3:36])[C:27]1[C:28]2[CH:35]=[CH:34][NH:33][C:29]=2[N:30]=[CH:31][N:32]=1. The catalyst class is: 4. (4) Reactant: [N+:1]([C:4]1[CH:5]=[C:6]2[C:10](=[CH:11][CH:12]=1)[N:9]([C:13]([O:15][C:16]([CH3:19])([CH3:18])[CH3:17])=[O:14])[CH:8]=[CH:7]2)([O-])=O. Product: [NH2:1][C:4]1[CH:5]=[C:6]2[C:10](=[CH:11][CH:12]=1)[N:9]([C:13]([O:15][C:16]([CH3:19])([CH3:18])[CH3:17])=[O:14])[CH2:8][CH2:7]2. The catalyst class is: 19. (5) Reactant: [F:1][C:2]1[CH:7]=[CH:6][C:5]([F:8])=[CH:4][C:3]=1[C@H:9]1[CH2:13][CH2:12][CH2:11][N:10]1[C:14]1[CH:15]=[CH:16][C:17]2[N:18]([C:20]([NH2:23])=[CH:21][N:22]=2)[N:19]=1.C1N=CN([C:29]([N:31]2[CH:35]=N[CH:33]=[CH:32]2)=[O:30])C=1.Cl.N1CC([OH:41])C1.CCN(C(C)C)C(C)C.N1CCC1. Product: [F:1][C:2]1[CH:7]=[CH:6][C:5]([F:8])=[CH:4][C:3]=1[C@H:9]1[CH2:13][CH2:12][CH2:11][N:10]1[C:14]1[CH:15]=[CH:16][C:17]2[N:18]([C:20]([NH:23][C:29]([N:31]3[CH2:32][CH:33]([OH:41])[CH2:35]3)=[O:30])=[CH:21][N:22]=2)[N:19]=1. The catalyst class is: 2. (6) Reactant: [CH3:1][N:2]1[CH:6]=[C:5]([NH:7][C:8]2[N:9]=[CH:10][C:11]3[CH:16]=[CH:15][N:14]([CH2:17][C:18]4[CH:23]=[CH:22][CH:21]=[C:20]([N+:24]([O-])=O)[CH:19]=4)[C:12]=3[N:13]=2)[CH:4]=[N:3]1.Cl[Sn]Cl. Product: [NH2:24][C:20]1[CH:19]=[C:18]([CH:23]=[CH:22][CH:21]=1)[CH2:17][N:14]1[C:12]2[N:13]=[C:8]([NH:7][C:5]3[CH:4]=[N:3][N:2]([CH3:1])[CH:6]=3)[N:9]=[CH:10][C:11]=2[CH:16]=[CH:15]1. The catalyst class is: 5. (7) Product: [CH2:21]([C:18]1[CH:17]=[N:16][C:15]([N:1]2[CH2:6][CH2:5][CH:4]([OH:7])[CH2:3][CH2:2]2)=[N:20][CH:19]=1)[CH2:22][CH3:23]. Reactant: [NH:1]1[CH2:6][CH2:5][CH:4]([OH:7])[CH2:3][CH2:2]1.C(=O)([O-])[O-].[K+].[K+].Cl[C:15]1[N:20]=[CH:19][C:18]([CH2:21][CH2:22][CH3:23])=[CH:17][N:16]=1. The catalyst class is: 18.